Dataset: Full USPTO retrosynthesis dataset with 1.9M reactions from patents (1976-2016). Task: Predict the reactants needed to synthesize the given product. (1) The reactants are: [NH:1]1[CH2:6][CH2:5][CH:4]([CH2:7][C:8]2[CH:16]=[CH:15][C:11]([C:12]([OH:14])=[O:13])=[CH:10][CH:9]=2)[CH2:3][CH2:2]1.C=O.[BH3-][C:20]#N.[Na+]. Given the product [CH3:20][N:1]1[CH2:6][CH2:5][CH:4]([CH2:7][C:8]2[CH:16]=[CH:15][C:11]([C:12]([OH:14])=[O:13])=[CH:10][CH:9]=2)[CH2:3][CH2:2]1, predict the reactants needed to synthesize it. (2) Given the product [CH3:1][O:2][C:3](=[O:13])[C:4]1[CH:9]=[CH:8][C:7]([O:10][CH3:11])=[C:6]([NH:12][CH2:21][CH2:22][CH2:23][O:24][CH3:25])[CH:5]=1, predict the reactants needed to synthesize it. The reactants are: [CH3:1][O:2][C:3](=[O:13])[C:4]1[CH:9]=[CH:8][C:7]([O:10][CH3:11])=[C:6]([NH2:12])[CH:5]=1.C([O-])([O-])=O.[Cs+].[Cs+].Br[CH2:21][CH2:22][CH2:23][O:24][CH3:25].[Na+].[I-]. (3) Given the product [CH3:22][O:23][C:24]1[CH:29]=[C:28]([C:2]2[C:3]([CH:8]3[CH2:11][N:10]([C:12]4[CH:21]=[CH:20][C:19]5[C:14](=[CH:15][CH:16]=[CH:17][CH:18]=5)[N:13]=4)[CH2:9]3)=[N:4][CH:5]=[CH:6][CH:7]=2)[CH:27]=[CH:26][CH:25]=1, predict the reactants needed to synthesize it. The reactants are: Br[C:2]1[C:3]([CH:8]2[CH2:11][N:10]([C:12]3[CH:21]=[CH:20][C:19]4[C:14](=[CH:15][CH:16]=[CH:17][CH:18]=4)[N:13]=3)[CH2:9]2)=[N:4][CH:5]=[CH:6][CH:7]=1.[CH3:22][O:23][C:24]1[CH:25]=[C:26](B(O)O)[CH:27]=[CH:28][CH:29]=1.[O-]P([O-])([O-])=O.[K+].[K+].[K+]. (4) Given the product [O:7]=[C:8]1[CH:14]=[CH:13][C:12]2[CH:15]=[C:16]([C:19]([O:21][CH3:22])=[O:20])[CH:17]=[CH:18][C:11]=2[O:10][CH2:9]1, predict the reactants needed to synthesize it. The reactants are: I([O-])(=O)(=O)=O.[Na+].[OH:7][C:8]1(CO)[CH:14]=[CH:13][C:12]2[CH:15]=[C:16]([C:19]([O:21][CH3:22])=[O:20])[CH:17]=[CH:18][C:11]=2[O:10][CH2:9]1. (5) Given the product [Br:1][C:2]1[N:7]=[CH:6][C:5]([C:8](=[O:10])[CH2:9][C:19]([C:14]2[CH:15]=[C:16]([Cl:18])[CH:17]=[C:12]([Cl:11])[CH:13]=2)([OH:24])[C:20]([F:23])([F:22])[F:21])=[CH:4][CH:3]=1, predict the reactants needed to synthesize it. The reactants are: [Br:1][C:2]1[N:7]=[CH:6][C:5]([C:8](=[O:10])[CH3:9])=[CH:4][CH:3]=1.[Cl:11][C:12]1[CH:13]=[C:14]([C:19](=[O:24])[C:20]([F:23])([F:22])[F:21])[CH:15]=[C:16]([Cl:18])[CH:17]=1.C(N(CCCC)CCCC)CCC. (6) Given the product [Cl:1][C:2]1[CH:7]=[CH:6][C:5]([C:14]([F:21])([F:20])[C:15]([O:17][CH2:18][CH3:19])=[O:16])=[C:4]([C:9]([F:12])([F:11])[F:10])[CH:3]=1, predict the reactants needed to synthesize it. The reactants are: [Cl:1][C:2]1[CH:7]=[CH:6][C:5](I)=[C:4]([C:9]([F:12])([F:11])[F:10])[CH:3]=1.Br[C:14]([F:21])([F:20])[C:15]([O:17][CH2:18][CH3:19])=[O:16].[Cl-].[NH4+].